Dataset: Forward reaction prediction with 1.9M reactions from USPTO patents (1976-2016). Task: Predict the product of the given reaction. (1) The product is: [F:16][C:17]1[CH:28]=[CH:27][C:20]([C:21]([C:2]2[CH:7]=[C:6]([O:8][C:9]([F:14])([F:13])[CH:10]([F:12])[F:11])[CH:5]=[C:4]([F:15])[CH:3]=2)=[O:22])=[CH:19][C:18]=1[O:29][CH:30]([CH3:32])[CH3:31]. Given the reactants Br[C:2]1[CH:7]=[C:6]([O:8][C:9]([F:14])([F:13])[CH:10]([F:12])[F:11])[CH:5]=[C:4]([F:15])[CH:3]=1.[F:16][C:17]1[CH:28]=[CH:27][C:20]([C:21](N(OC)C)=[O:22])=[CH:19][C:18]=1[O:29][CH:30]([CH3:32])[CH3:31].[Li]CCCC.CCCCCC, predict the reaction product. (2) The product is: [CH2:8]([N:15]1[C:19](=[O:20])[CH2:18][CH:17]([C:27]2[CH:26]=[C:25]3[C:30](=[CH:29][CH:28]=2)[NH:22][CH:23]=[CH:24]3)[C:16]1=[O:21])[C:9]1[CH:10]=[CH:11][CH:12]=[CH:13][CH:14]=1. Given the reactants C(N(CC)CC)C.[CH2:8]([N:15]1[C:19](=[O:20])[CH:18]=[CH:17][C:16]1=[O:21])[C:9]1[CH:14]=[CH:13][CH:12]=[CH:11][CH:10]=1.[NH:22]1[C:30]2[C:25](=[CH:26][C:27](B(O)O)=[CH:28][CH:29]=2)[CH:24]=[CH:23]1, predict the reaction product.